Dataset: Reaction yield outcomes from USPTO patents with 853,638 reactions. Task: Predict the reaction yield, written as a fraction of the theoretical maximum amount of product (1.0 means a 100% yield; for example, 0.34 means a 34% yield). (1) The reactants are C(OC(=O)[NH:7][CH2:8][CH2:9][CH2:10][NH:11][C:12]([C@H:14]1[C@H:18]([C:19]2[CH:24]=[CH:23][CH:22]=[C:21]([Cl:25])[CH:20]=2)[C@:17]([C:28]2[CH:33]=[CH:32][C:31]([Cl:34])=[CH:30][CH:29]=2)([C:26]#[N:27])[C@H:16]([CH2:35][C:36]([CH3:39])([CH3:38])[CH3:37])[NH:15]1)=[O:13])(C)(C)C.FC(F)(F)C(O)=O. The catalyst is ClCCl. The product is [NH2:7][CH2:8][CH2:9][CH2:10][NH:11][C:12]([CH:14]1[CH:18]([C:19]2[CH:24]=[CH:23][CH:22]=[C:21]([Cl:25])[CH:20]=2)[C:17]([C:28]2[CH:33]=[CH:32][C:31]([Cl:34])=[CH:30][CH:29]=2)([C:26]#[N:27])[CH:16]([CH2:35][C:36]([CH3:39])([CH3:38])[CH3:37])[NH:15]1)=[O:13]. The yield is 1.00. (2) The reactants are C(Cl)(=O)C(Cl)=O.C(Cl)Cl.[C:10]([OH:29])(=O)[CH2:11][CH2:12][CH2:13][CH2:14][CH2:15][CH2:16][CH2:17]/[CH:18]=[CH:19]\[CH2:20][CH2:21][CH2:22][CH2:23][CH2:24][CH2:25][CH2:26][CH3:27].[CH2:30]([NH:32][CH2:33][CH3:34])[CH3:31]. The catalyst is O. The product is [CH2:30]([N:32]([CH2:33][CH3:34])[C:10](=[O:29])[CH2:11][CH2:12][CH2:13][CH2:14][CH2:15][CH2:16][CH2:17]/[CH:18]=[CH:19]\[CH2:20][CH2:21][CH2:22][CH2:23][CH2:24][CH2:25][CH2:26][CH3:27])[CH3:31]. The yield is 0.820.